This data is from Peptide-MHC class I binding affinity with 185,985 pairs from IEDB/IMGT. The task is: Regression. Given a peptide amino acid sequence and an MHC pseudo amino acid sequence, predict their binding affinity value. This is MHC class I binding data. The peptide sequence is NIVFSPFGY. The MHC is HLA-B40:01 with pseudo-sequence HLA-B40:01. The binding affinity (normalized) is 0.0847.